Task: Predict the reactants needed to synthesize the given product.. Dataset: Full USPTO retrosynthesis dataset with 1.9M reactions from patents (1976-2016) (1) Given the product [CH2:20]([O:8][C:7]1[C:9]([O:10][CH3:11])=[CH:12][C:2]([CH:1]=[O:13])=[CH:3][C:4]=1[O:5][CH3:6])[C:21]1[CH:26]=[CH:25][CH:24]=[CH:23][CH:22]=1, predict the reactants needed to synthesize it. The reactants are: [CH:1](=[O:13])[C:2]1[CH:12]=[C:9]([O:10][CH3:11])[C:7]([OH:8])=[C:4]([O:5][CH3:6])[CH:3]=1.C(=O)([O-])[O-].[K+].[K+].[CH2:20](Br)[C:21]1[CH:26]=[CH:25][CH:24]=[CH:23][CH:22]=1. (2) Given the product [CH2:12]([C:11]([C:9]1[CH:8]=[CH:7][C:5]2[N:6]=[C:2]([NH:1][C:17](=[O:19])[CH3:18])[S:3][C:4]=2[CH:10]=1)([OH:16])[CH2:14][CH3:15])[CH3:13], predict the reactants needed to synthesize it. The reactants are: [NH2:1][C:2]1[S:3][C:4]2[CH:10]=[C:9]([C:11]([OH:16])([CH2:14][CH3:15])[CH2:12][CH3:13])[CH:8]=[CH:7][C:5]=2[N:6]=1.[C:17](OC(=O)C)(=[O:19])[CH3:18]. (3) Given the product [F:27][C:17]1[CH:18]=[C:19]([N:22]2[CH:26]=[CH:25][CH:24]=[N:23]2)[CH:20]=[CH:21][C:16]=1[N:9]1[CH:10]=[C:11]([O:14][CH3:15])[C:12](=[O:13])[C:7]([C:5]2[N:39]([C:35]3[CH:36]=[CH:37][CH:38]=[C:33]([O:32][C:31]([F:41])([F:42])[F:30])[CH:34]=3)[N:40]=[CH:3][CH:4]=2)=[N:8]1, predict the reactants needed to synthesize it. The reactants are: CN(C)[CH:3]=[CH:4][C:5]([C:7]1[C:12](=[O:13])[C:11]([O:14][CH3:15])=[CH:10][N:9]([C:16]2[CH:21]=[CH:20][C:19]([N:22]3[CH:26]=[CH:25][CH:24]=[N:23]3)=[CH:18][C:17]=2[F:27])[N:8]=1)=O.Cl.[F:30][C:31]([F:42])([F:41])[O:32][C:33]1[CH:34]=[C:35]([NH:39][NH2:40])[CH:36]=[CH:37][CH:38]=1.C(O)(C(F)(F)F)=O. (4) Given the product [ClH:20].[ClH:20].[CH:17]12[CH2:19][CH:10]([CH2:9][NH:8][CH2:18]1)[C:11]1[CH:12]=[CH:13][N:14]=[CH:15][C:16]2=1, predict the reactants needed to synthesize it. The reactants are: C([N:8]1[CH2:18][CH:17]2[CH2:19][CH:10]([C:11]3[CH:12]=[CH:13][N:14]=[CH:15][C:16]=32)[CH2:9]1)C1C=CC=CC=1.[ClH:20].CCOC(C)=O. (5) Given the product [CH2:1]([O:4][C@H:5]1[CH2:6][CH2:7][C@H:8]([N:11]2[CH2:12][CH2:13][CH:14]([NH2:17])[CH2:15][CH2:16]2)[CH2:9][CH2:10]1)[CH2:2][CH3:3], predict the reactants needed to synthesize it. The reactants are: [CH2:1]([O:4][C@H:5]1[CH2:10][CH2:9][C@H:8]([N:11]2[CH2:16][CH2:15][CH:14]([NH:17]C(=O)OC(C)(C)C)[CH2:13][CH2:12]2)[CH2:7][CH2:6]1)[CH2:2][CH3:3].Cl.C(OCC)C.C(OCC)(=O)C.C([O-])([O-])=O.[Na+].[Na+]. (6) Given the product [CH3:2][C:3]1([CH3:24])[CH:12]=[CH:11][C:10]2[C:5](=[C:6]([CH2:13][N:14]3[CH2:18][CH2:17][C:16]4([CH2:23][CH2:22][N:21]([C:25](=[O:32])[C:26]5[CH:31]=[CH:30][N:29]=[CH:28][CH:27]=5)[CH2:20][CH2:19]4)[CH2:15]3)[CH:7]=[CH:8][CH:9]=2)[O:4]1, predict the reactants needed to synthesize it. The reactants are: Cl.[CH3:2][C:3]1([CH3:24])[CH:12]=[CH:11][C:10]2[C:5](=[C:6]([CH2:13][N:14]3[CH2:18][CH2:17][C:16]4([CH2:23][CH2:22][NH:21][CH2:20][CH2:19]4)[CH2:15]3)[CH:7]=[CH:8][CH:9]=2)[O:4]1.[C:25](O)(=[O:32])[C:26]1[CH:31]=[CH:30][N:29]=[CH:28][CH:27]=1.CCN=C=NCCCN(C)C.C1C=CC2N(O)N=NC=2C=1.CCN(CC)CC.